Task: Predict the reactants needed to synthesize the given product.. Dataset: Full USPTO retrosynthesis dataset with 1.9M reactions from patents (1976-2016) (1) Given the product [CH2:12]([C:5]1[S:1][C:2]2[CH:9]=[CH:8][CH:7]=[CH:6][C:3]=2[CH:4]=1)[CH2:11][CH3:13], predict the reactants needed to synthesize it. The reactants are: [S:1]1[CH:5]=[CH:4][C:3]2[CH:6]=[CH:7][CH:8]=[CH:9][C:2]1=2.[Li][C:11](C)([CH3:13])[CH3:12]. (2) Given the product [Cl:25][C:3]1[CH:4]=[C:5]2[C:10](=[CH:11][C:2]=1[C:28]1[C:27]([CH3:26])=[CH:35][CH:34]=[C:33]3[C:29]=1[CH:30]=[N:31][NH:32]3)[N:9]=[N:8][CH:7]=[C:6]2[N:12]1[CH2:17][CH2:16][N:15]([C:18]([O:20][C:21]([CH3:24])([CH3:23])[CH3:22])=[O:19])[CH2:14][CH2:13]1, predict the reactants needed to synthesize it. The reactants are: Br[C:2]1[CH:11]=[C:10]2[C:5]([C:6]([N:12]3[CH2:17][CH2:16][N:15]([C:18]([O:20][C:21]([CH3:24])([CH3:23])[CH3:22])=[O:19])[CH2:14][CH2:13]3)=[CH:7][N:8]=[N:9]2)=[CH:4][C:3]=1[Cl:25].[CH3:26][C:27]1[C:28](B2OC(C)(C)C(C)(C)O2)=[C:29]2[C:33](=[CH:34][CH:35]=1)[NH:32][N:31]=[CH:30]2.C([O-])([O-])=O.[Na+].[Na+].